Regression. Given a peptide amino acid sequence and an MHC pseudo amino acid sequence, predict their binding affinity value. This is MHC class I binding data. From a dataset of Peptide-MHC class I binding affinity with 185,985 pairs from IEDB/IMGT. (1) The peptide sequence is VLWAHGFEL. The MHC is HLA-A31:01 with pseudo-sequence HLA-A31:01. The binding affinity (normalized) is 0.456. (2) The peptide sequence is IITPVVFYR. The MHC is HLA-A68:01 with pseudo-sequence HLA-A68:01. The binding affinity (normalized) is 1.00. (3) The peptide sequence is VELGSGNSF. The MHC is HLA-A02:03 with pseudo-sequence HLA-A02:03. The binding affinity (normalized) is 0.0847. (4) The peptide sequence is TCQGSDDIRK. The MHC is HLA-A11:01 with pseudo-sequence HLA-A11:01. The binding affinity (normalized) is 0.182. (5) The peptide sequence is PYIGSRSQI. The MHC is HLA-A23:01 with pseudo-sequence HLA-A23:01. The binding affinity (normalized) is 0.469. (6) The peptide sequence is SITEVECFL. The binding affinity (normalized) is 0. The MHC is HLA-A24:02 with pseudo-sequence HLA-A24:02. (7) The peptide sequence is GAEALGPFQ. The MHC is H-2-Kb with pseudo-sequence H-2-Kb. The binding affinity (normalized) is 0.103.